Predict the reactants needed to synthesize the given product. From a dataset of Full USPTO retrosynthesis dataset with 1.9M reactions from patents (1976-2016). (1) Given the product [F:1][C:2]1[CH:3]=[CH:4][C:5]2[C:9]([N:10]3[CH2:15][CH2:14][N:13]([CH2:16][CH2:17][N:18]4[C:27]5[C:22](=[CH:23][C:24]([C:28]([NH2:29])=[O:32])=[CH:25][CH:26]=5)[CH2:21][CH2:20][CH2:19]4)[C@H:12]([CH3:30])[CH2:11]3)=[CH:8][S:7][C:6]=2[CH:31]=1, predict the reactants needed to synthesize it. The reactants are: [F:1][C:2]1[CH:3]=[CH:4][C:5]2[C:9]([N:10]3[CH2:15][CH2:14][N:13]([CH2:16][CH2:17][N:18]4[C:27]5[C:22](=[CH:23][C:24]([C:28]#[N:29])=[CH:25][CH:26]=5)[CH2:21][CH2:20][CH2:19]4)[C@H:12]([CH3:30])[CH2:11]3)=[CH:8][S:7][C:6]=2[CH:31]=1.[OH2:32]. (2) Given the product [CH3:34][O:33][C:31](=[O:32])[CH2:30][C:24]1([OH:28])[C:25]2[C:20](=[CH:19][C:18]([S:15]([C:9]3[CH:10]=[CH:11][CH:12]=[CH:13][CH:14]=3)(=[O:17])=[O:16])=[CH:27][CH:26]=2)[CH2:21][CH2:22][CH2:23]1, predict the reactants needed to synthesize it. The reactants are: C1C=CC=CC=1.II.[C:9]1([S:15]([C:18]2[CH:19]=[C:20]3[C:25](=[CH:26][CH:27]=2)[C:24](=[O:28])[CH2:23][CH2:22][CH2:21]3)(=[O:17])=[O:16])[CH:14]=[CH:13][CH:12]=[CH:11][CH:10]=1.Br[CH:30](C)[C:31]([O:33][CH2:34]C)=[O:32].